This data is from Retrosynthesis with 50K atom-mapped reactions and 10 reaction types from USPTO. The task is: Predict the reactants needed to synthesize the given product. (1) Given the product COc1cc(OC)c2c(=O)[nH]c(-c3cc(C)c(OCCBr)c(C)c3)nc2n1, predict the reactants needed to synthesize it. The reactants are: BrC(Br)(Br)Br.COc1cc(OC)c2c(=O)[nH]c(-c3cc(C)c(OCCO)c(C)c3)nc2n1. (2) Given the product CCO[C@@H](Cc1c(C)cc(OCc2sc(-c3ccc(C(F)(F)F)cc3)nc2C)cc1C)C(=O)O, predict the reactants needed to synthesize it. The reactants are: CCO[C@@H](Cc1c(C)cc(OCc2sc(-c3ccc(C(F)(F)F)cc3)nc2C)cc1C)C(=O)OC. (3) Given the product CSc1ccccc1CO, predict the reactants needed to synthesize it. The reactants are: CSc1ccccc1C(=O)O. (4) Given the product CC(C)(C)n1ncc2c1C(=O)NC1(CCNCC1)C2, predict the reactants needed to synthesize it. The reactants are: CC(C)(C)OC(=O)N1CCC2(CC1)Cc1cnn(C(C)(C)C)c1C(=O)N2. (5) Given the product CC(C)(C)C(=O)Nc1nc(O)c2c(C#C[Si](C)(C)C)c[nH]c2n1, predict the reactants needed to synthesize it. The reactants are: C#C[Si](C)(C)C.CC(C)(C)C(=O)Nc1nc(O)c2c(I)c[nH]c2n1.